Predict the reactants needed to synthesize the given product. From a dataset of Full USPTO retrosynthesis dataset with 1.9M reactions from patents (1976-2016). (1) Given the product [CH:1]1([C:5]([N:10]2[CH:9]=[CH:8][N:12]=[CH:11]2)=[O:7])[CH2:2][CH2:3][CH2:4]1, predict the reactants needed to synthesize it. The reactants are: [CH:1]1([C:5]([OH:7])=O)[CH2:4][CH2:3][CH2:2]1.[CH:8]1[N:12]=[CH:11][N:10](C([N:10]2[CH:11]=[N:12][CH:8]=[CH:9]2)=O)[CH:9]=1. (2) Given the product [Br:1][C:2]1[CH:3]=[C:4]2[C:5]([C:19](=[O:21])[C:13]([C:14]([O:16][CH2:17][CH3:18])=[O:15])=[CH:12][NH:11]2)=[CH:6][C:7]=1[O:8][CH2:9][CH3:10], predict the reactants needed to synthesize it. The reactants are: [Br:1][C:2]1[CH:3]=[C:4]([NH:11][CH:12]=[C:13]([C:19]([O:21]CC)=O)[C:14]([O:16][CH2:17][CH3:18])=[O:15])[CH:5]=[CH:6][C:7]=1[O:8][CH2:9][CH3:10].CCCCCC.C1CCCCC1. (3) Given the product [CH3:14][C:12]1([CH3:15])[CH2:11][C:9]2=[C:10]3[C:2]4[N:1]=[CH:29][NH:27][C:25](=[O:26])[C:3]=4[S:4][C:5]3=[N:6][C:7]([NH:16][CH2:17][CH2:18][C:19]3[CH:20]=[CH:21][CH:22]=[CH:23][CH:24]=3)=[C:8]2[CH2:13]1, predict the reactants needed to synthesize it. The reactants are: [NH2:1][C:2]1[C:10]2[C:5](=[N:6][C:7]([NH:16][CH2:17][CH2:18][C:19]3[CH:24]=[CH:23][CH:22]=[CH:21][CH:20]=3)=[C:8]3[CH2:13][C:12]([CH3:15])([CH3:14])[CH2:11][C:9]3=2)[S:4][C:3]=1[C:25]([NH2:27])=[O:26].O.[C:29]1(C)C=CC(S(O)(=O)=O)=CC=1. (4) Given the product [F:17][C:5]1[C:6]2[N:10]([C@@H:11]3[CH2:15][C@H:14]([F:24])[CH:13]=[CH:12]3)[CH:9]=[N:8][C:7]=2[C:2]([NH2:1])=[N:3][CH:4]=1, predict the reactants needed to synthesize it. The reactants are: [NH2:1][C:2]1[C:7]2[N:8]=[CH:9][N:10]([C@@H:11]3[CH2:15][C@@H:14](O)[CH:13]=[CH:12]3)[C:6]=2[C:5]([F:17])=[CH:4][N:3]=1.CCN(S(F)(F)[F:24])CC.C([O-])(O)=O.[Na+]. (5) The reactants are: Cl.[N+:2]([C:5]1[CH:12]=[CH:11][CH:10]=[C:9]([O:13][CH2:14][CH:15]2[CH2:20][CH2:19][CH2:18][CH2:17][NH:16]2)[C:6]=1[C:7]#[N:8])([O-:4])=[O:3].C(N(CC)CC)C.[CH2:28]([N:30]=[C:31]=[O:32])[CH3:29]. Given the product [C:7]([C:6]1[C:5]([N+:2]([O-:4])=[O:3])=[CH:12][CH:11]=[CH:10][C:9]=1[O:13][CH2:14][CH:15]1[CH2:20][CH2:19][CH2:18][CH2:17][N:16]1[C:31]([NH:30][CH2:28][CH3:29])=[O:32])#[N:8], predict the reactants needed to synthesize it. (6) Given the product [CH:8]1([CH2:7][CH2:6][CH:2]([CH3:1])[CH2:3][CH2:4][OH:5])[CH2:13][CH2:12][CH2:11][CH2:10][CH2:9]1, predict the reactants needed to synthesize it. The reactants are: [CH3:1][CH:2]([CH2:6][CH2:7][C:8]1[CH:13]=[CH:12][CH:11]=[CH:10][CH:9]=1)[CH2:3][CH2:4][OH:5].[H][H]. (7) Given the product [F:31][CH:2]([F:1])[C:3]1[N:7]([C:8]2[N:9]=[C:10]([N:21]3[CH2:22][CH2:23][O:24][CH2:25][CH2:26]3)[N:11]=[C:12]([N:14]3[CH2:17][C:16]4([CH2:20][N:19]([C:41](=[O:44])[CH:42]=[CH2:43])[CH2:18]4)[CH2:15]3)[N:13]=2)[C:6]2[CH:27]=[CH:28][CH:29]=[CH:30][C:5]=2[N:4]=1, predict the reactants needed to synthesize it. The reactants are: [F:1][CH:2]([F:31])[C:3]1[N:7]([C:8]2[N:13]=[C:12]([N:14]3[CH2:17][C:16]4([CH2:20][NH:19][CH2:18]4)[CH2:15]3)[N:11]=[C:10]([N:21]3[CH2:26][CH2:25][O:24][CH2:23][CH2:22]3)[N:9]=2)[C:6]2[CH:27]=[CH:28][CH:29]=[CH:30][C:5]=2[N:4]=1.C(N(C(C)C)CC)(C)C.[C:41](O[C:41](=[O:44])[CH:42]=[CH2:43])(=[O:44])[CH:42]=[CH2:43].